From a dataset of Forward reaction prediction with 1.9M reactions from USPTO patents (1976-2016). Predict the product of the given reaction. (1) Given the reactants [C:1]([C:5]1[CH:6]=[C:7]([C:15]2[NH:19][C:18]([C:20]([O:22]C)=[O:21])=[CH:17][C:16]=2[CH2:24][CH:25]2[CH2:30][CH2:29][CH2:28][CH2:27][CH2:26]2)[CH:8]=[C:9]([C:11]2([CH3:14])[CH2:13][CH2:12]2)[CH:10]=1)([CH3:4])([CH3:3])[CH3:2].[Li+].[OH-].Cl, predict the reaction product. The product is: [C:1]([C:5]1[CH:6]=[C:7]([C:15]2[NH:19][C:18]([C:20]([OH:22])=[O:21])=[CH:17][C:16]=2[CH2:24][CH:25]2[CH2:30][CH2:29][CH2:28][CH2:27][CH2:26]2)[CH:8]=[C:9]([C:11]2([CH3:14])[CH2:13][CH2:12]2)[CH:10]=1)([CH3:2])([CH3:3])[CH3:4]. (2) Given the reactants CS(C)=O.C(Cl)(=O)C(Cl)=O.[CH2:11]([O:18][C:19](=[O:33])[NH:20][C@@H:21]1[CH2:26][CH2:25][CH2:24][CH2:23][C@:22]1([CH2:31][OH:32])[CH2:27][CH2:28][CH2:29][OH:30])[C:12]1[CH:17]=[CH:16][CH:15]=[CH:14][CH:13]=1.C(N(CC)CC)C, predict the reaction product. The product is: [CH2:11]([O:18][C:19](=[O:33])[NH:20][C@@H:21]1[CH2:26][CH2:25][CH2:24][CH2:23][C@:22]1([CH:31]=[O:32])[CH2:27][CH2:28][CH:29]=[O:30])[C:12]1[CH:13]=[CH:14][CH:15]=[CH:16][CH:17]=1. (3) Given the reactants [N:1]1([C:12]([O:14][C:15]([CH3:18])([CH3:17])[CH3:16])=[O:13])[CH2:6][CH2:5][CH2:4][C@H:3]([C:7](OCC)=[O:8])[CH2:2]1.O.[NH2:20][NH2:21], predict the reaction product. The product is: [NH:20]([C:7]([C@H:3]1[CH2:4][CH2:5][CH2:6][N:1]([C:12]([O:14][C:15]([CH3:18])([CH3:17])[CH3:16])=[O:13])[CH2:2]1)=[O:8])[NH2:21]. (4) Given the reactants [CH2:1]([C@H:8]1[CH2:13][N:12]([C:14]2[CH:23]=[CH:22][C:21]([O:24][CH3:25])=[C:20]3[C:15]=2[CH:16]=[CH:17][C:18]([C:26]([F:29])([F:28])[F:27])=[N:19]3)[CH2:11][CH2:10][N:9]1[CH2:30][C:31]([NH:33][O:34]C1CCCCO1)=[O:32])[C:2]1[CH:7]=[CH:6][CH:5]=[CH:4][CH:3]=1.O.Cl, predict the reaction product. The product is: [CH2:1]([C@H:8]1[CH2:13][N:12]([C:14]2[CH:23]=[CH:22][C:21]([O:24][CH3:25])=[C:20]3[C:15]=2[CH:16]=[CH:17][C:18]([C:26]([F:28])([F:29])[F:27])=[N:19]3)[CH2:11][CH2:10][N:9]1[CH2:30][C:31]([NH:33][OH:34])=[O:32])[C:2]1[CH:3]=[CH:4][CH:5]=[CH:6][CH:7]=1.